Task: Regression/Classification. Given a drug SMILES string, predict its absorption, distribution, metabolism, or excretion properties. Task type varies by dataset: regression for continuous measurements (e.g., permeability, clearance, half-life) or binary classification for categorical outcomes (e.g., BBB penetration, CYP inhibition). For this dataset (lipophilicity_astrazeneca), we predict Y.. Dataset: Experimental lipophilicity measurements (octanol/water distribution) for 4,200 compounds from AstraZeneca (1) The molecule is CC(C)Cn1c(=O)n(C)c(=O)c2c(-c3cncn3C)n(Cc3cccc4ccccc34)nc21. The Y is 4.10 logD. (2) The molecule is CC[C@H](NC(=O)c1c(CC[S+](C)[O-])c(-c2ccccc2)nc2ccccc12)c1ccccc1. The Y is 3.15 logD. (3) The drug is COc1c2occc2cc2ccc(=O)oc12. The Y is 1.97 logD. (4) The compound is CS(=O)(=O)Cc1cc(N2CCOCC2)nc(-c2ccc3[nH]ccc3c2)n1. The Y is 2.06 logD. (5) The drug is CCCS(=O)(=O)c1ccc(C(CNS(=O)(=O)c2ccc(C(F)(F)F)cc2)N2CCCCCC2)cc1. The Y is 3.32 logD. (6) The compound is Cc1cc(Oc2ccnc(Nc3ccc(N4CCOCC4)cc3)c2)c(-c2ccccn2)nc1C. The Y is 2.59 logD. (7) The compound is N=C(N)NC(=O)c1nc(Cl)c(NCc2ccncc2)nc1N. The Y is -0.510 logD.